Task: Predict the reaction yield, written as a fraction of the theoretical maximum amount of product (1.0 means a 100% yield; for example, 0.34 means a 34% yield).. Dataset: Reaction yield outcomes from USPTO patents with 853,638 reactions (1) The reactants are Br[C:2]1[C:3]2[C:8]([C:9](Br)=[C:10]3[C:15]=1[CH:14]=[CH:13][CH:12]=[CH:11]3)=[CH:7][CH:6]=[CH:5][CH:4]=2.[CH:17]1[CH:22]=[CH:21][CH:20]=[CH:19][CH:18]=1.[C:23]1(OB(O)O)[CH:28]=[CH:27][CH:26]=[CH:25][CH:24]=1.OO. The catalyst is C1C=CC([P]([Pd]([P](C2C=CC=CC=2)(C2C=CC=CC=2)C2C=CC=CC=2)([P](C2C=CC=CC=2)(C2C=CC=CC=2)C2C=CC=CC=2)[P](C2C=CC=CC=2)(C2C=CC=CC=2)C2C=CC=CC=2)(C2C=CC=CC=2)C2C=CC=CC=2)=CC=1.C(O)C. The product is [C:17]1([C:2]2[C:3]3[C:8]([C:9]([C:23]4[CH:28]=[CH:27][CH:26]=[CH:25][CH:24]=4)=[C:10]4[C:15]=2[CH:14]=[CH:13][CH:12]=[CH:11]4)=[CH:7][CH:6]=[CH:5][CH:4]=3)[CH:22]=[CH:21][CH:20]=[CH:19][CH:18]=1. The yield is 0.755. (2) The reactants are [CH2:1]([O:8][C:9]1[C:10]([C:29]([OH:31])=O)=[N:11][C:12]([CH2:16][C:17]2([C:22]3[CH:27]=[CH:26][C:25]([Br:28])=[CH:24][CH:23]=3)[CH2:21][CH2:20][CH2:19][CH2:18]2)=[N:13][C:14]=1[OH:15])[C:2]1[CH:7]=[CH:6][CH:5]=[CH:4][CH:3]=1.[Si:32]([O:39][CH2:40][CH2:41][NH:42][CH:43]([CH3:45])[CH3:44])([C:35]([CH3:38])([CH3:37])[CH3:36])([CH3:34])[CH3:33].O=P(Cl)(Cl)Cl. The catalyst is N1C=CC=CC=1. The product is [Si:32]([O:39][CH2:40][CH2:41][N:42]([CH:43]([CH3:45])[CH3:44])[C:29]([C:10]1[C:9]([O:8][CH2:1][C:2]2[CH:7]=[CH:6][CH:5]=[CH:4][CH:3]=2)=[C:14]([OH:15])[N:13]=[C:12]([CH2:16][C:17]2([C:22]3[CH:23]=[CH:24][C:25]([Br:28])=[CH:26][CH:27]=3)[CH2:21][CH2:20][CH2:19][CH2:18]2)[N:11]=1)=[O:31])([C:35]([CH3:38])([CH3:37])[CH3:36])([CH3:34])[CH3:33]. The yield is 0.320. (3) The reactants are [CH2:1]([O:8][CH2:9][C@H:10]1[O:14][C:13]([CH3:16])([CH3:15])[O:12][C@H:11]1[C@H:17]1[C@@H:22]2[NH:23][C:24](=[O:26])[O:25][C@H:21]2[CH2:20][C@:19](OP(OCCCC)(OCCCC)=O)([C:27]([O:29][CH3:30])=[O:28])[O:18]1)[C:2]1[CH:7]=[CH:6][CH:5]=[CH:4][CH:3]=1.[C:44]([O:52][C@@H:53]1[C@@H:58]([OH:59])[C@@H:57]([OH:60])[C@@H:56]([CH2:61][O:62][CH2:63][C:64]2[CH:69]=[CH:68][CH:67]=[CH:66][CH:65]=2)[O:55][C@H:54]1[S:70][C:71]1[CH:76]=[CH:75][C:74]([CH3:77])=[CH:73][CH:72]=1)(=[O:51])[C:45]1[CH:50]=[CH:49][CH:48]=[CH:47][CH:46]=1.[Si](OS(C(F)(F)F)(=O)=O)(C)(C)C.C(N(CC)CC)C. The catalyst is C(Cl)Cl. The product is [C:44]([O:52][C@@H:53]1[C@@H:58]([O:59][C@@:19]2([C:27]([O:29][CH3:30])=[O:28])[O:18][C@@H:17]([C@H:11]3[C@@H:10]([CH2:9][O:8][CH2:1][C:2]4[CH:3]=[CH:4][CH:5]=[CH:6][CH:7]=4)[O:14][C:13]([CH3:16])([CH3:15])[O:12]3)[C@@H:22]3[NH:23][C:24](=[O:26])[O:25][C@H:21]3[CH2:20]2)[C@@H:57]([OH:60])[C@@H:56]([CH2:61][O:62][CH2:63][C:64]2[CH:69]=[CH:68][CH:67]=[CH:66][CH:65]=2)[O:55][C@H:54]1[S:70][C:71]1[CH:76]=[CH:75][C:74]([CH3:77])=[CH:73][CH:72]=1)(=[O:51])[C:45]1[CH:46]=[CH:47][CH:48]=[CH:49][CH:50]=1. The yield is 0.870. (4) The reactants are [NH:1]1[CH2:6][CH2:5][O:4][CH2:3][CH2:2]1.[Br:7][C:8]1[CH:15]=[CH:14][C:11]([CH2:12]Br)=[CH:10][CH:9]=1. The catalyst is CS(C)=O. The product is [Br:7][C:8]1[CH:15]=[CH:14][C:11]([CH2:12][N:1]2[CH2:6][CH2:5][O:4][CH2:3][CH2:2]2)=[CH:10][CH:9]=1. The yield is 0.870. (5) The yield is 0.340. The product is [CH3:7][NH:8][S:9]([C:12]1[CH:13]=[C:14]([CH2:18][CH2:19][CH2:20][CH:21]([CH2:25][CH2:26][C:27]2[CH:28]=[CH:29][CH:30]=[CH:31][CH:32]=2)[C:22]([O:24][CH2:5][O:4][C:1](=[O:3])[CH3:2])=[O:23])[CH:15]=[CH:16][CH:17]=1)(=[O:10])=[O:11]. The reactants are [C:1]([O:4][CH2:5]Br)(=[O:3])[CH3:2].[CH3:7][NH:8][S:9]([C:12]1[CH:13]=[C:14]([CH2:18][CH2:19][CH2:20][CH:21]([CH2:25][CH2:26][C:27]2[CH:32]=[CH:31][CH:30]=[CH:29][CH:28]=2)[C:22]([OH:24])=[O:23])[CH:15]=[CH:16][CH:17]=1)(=[O:11])=[O:10].CCN(C(C)C)C(C)C.O. The catalyst is CC#N. (6) The product is [F:16][C:17]1[CH:23]=[C:22]([S:24][CH3:25])[CH:21]=[CH:20][C:18]=1[NH:19][C:2]1[C:3]([C:11]([O:13][CH2:14][CH3:15])=[O:12])=[N:4][N:5]([CH3:10])[C:6](=[O:9])[C:7]=1[CH3:8]. The yield is 0.810. No catalyst specified. The reactants are Cl[C:2]1[C:3]([C:11]([O:13][CH2:14][CH3:15])=[O:12])=[N:4][N:5]([CH3:10])[C:6](=[O:9])[C:7]=1[CH3:8].[F:16][C:17]1[CH:23]=[C:22]([S:24][CH3:25])[CH:21]=[CH:20][C:18]=1[NH2:19]. (7) The reactants are [CH3:1][C:2]1([CH3:18])[CH2:11][CH2:10][C:9]2[C:8](=[O:12])[C:7](=[O:13])[C:6]3[CH:14]=[CH:15][CH:16]=[CH:17][C:5]=3[C:4]=2[O:3]1.[OH:19][CH2:20][CH:21]([CH2:23][OH:24])O.O.C1(C)C=CC(S(O)(=O)=O)=CC=1. The catalyst is C1C=CC=CC=1. The product is [OH:19][CH2:20][CH:21]1[CH2:23][O:24][C:7]2([C:6]3[CH:14]=[CH:15][CH:16]=[CH:17][C:5]=3[C:4]3[O:3][C:2]([CH3:18])([CH3:1])[CH2:11][CH2:10][C:9]=3[C:8]2=[O:12])[O:13]1. The yield is 0.360. (8) The reactants are [C:1]1(=[O:8])[CH2:6][CH2:5][CH2:4][C:3](=O)[CH2:2]1.[Cl:9][C:10]1[C:19]([CH:20]=O)=[CH:18][C:17]2[C:12](=[CH:13][CH:14]=[C:15]([O:22][CH3:23])[CH:16]=2)[N:11]=1.[C:24]([O:30][CH2:31][CH3:32])(=[O:29])[CH2:25][C:26]([CH3:28])=O.C([O-])(=O)C.[NH4+:37]. The catalyst is C(O)C. The product is [Cl:9][C:10]1[C:19]([CH:20]2[C:2]3[C:1](=[O:8])[CH2:6][CH2:5][CH2:4][C:3]=3[NH:37][C:26]([CH3:28])=[C:25]2[C:24]([O:30][CH2:31][CH3:32])=[O:29])=[CH:18][C:17]2[C:12](=[CH:13][CH:14]=[C:15]([O:22][CH3:23])[CH:16]=2)[N:11]=1. The yield is 0.640.